This data is from HIV replication inhibition screening data with 41,000+ compounds from the AIDS Antiviral Screen. The task is: Binary Classification. Given a drug SMILES string, predict its activity (active/inactive) in a high-throughput screening assay against a specified biological target. (1) The molecule is CC(C)CC1C(OCc2ccccc2)COS(=O)(=O)N1C(C)c1ccccc1. The result is 0 (inactive). (2) The drug is CC(C)=CCCC(C)=CCCC1(C)OC(=O)C2CC21. The result is 0 (inactive).